This data is from Full USPTO retrosynthesis dataset with 1.9M reactions from patents (1976-2016). The task is: Predict the reactants needed to synthesize the given product. (1) Given the product [Br:1][C:2]1[O:6][C:5]([C:7]2[CH:12]=[CH:11][C:10]([O:13][CH2:14][CH2:15][CH2:16][N:29]3[CH2:30][CH2:31][CH2:32][CH:28]3[CH3:27])=[CH:9][CH:8]=2)=[N:4][C:3]=1[CH2:18][N:19]1[CH2:24][CH2:23][CH2:22][CH2:21][CH2:20]1, predict the reactants needed to synthesize it. The reactants are: [Br:1][C:2]1[O:6][C:5]([C:7]2[CH:12]=[CH:11][C:10]([O:13][CH2:14][CH2:15][CH2:16]Cl)=[CH:9][CH:8]=2)=[N:4][C:3]=1[CH2:18][N:19]1[CH2:24][CH2:23][CH2:22][CH2:21][CH2:20]1.[I-].[Na+].[CH3:27][CH:28]1[CH2:32][CH2:31][CH2:30][NH:29]1.Cl. (2) Given the product [CH3:26][C:24]1[CH:25]=[C:20]([C:18]2[CH:17]=[N:16][N:15]([CH:9]3[CH2:10][CH2:11][CH2:41][CH:39]([OH:40])[CH:38]3[OH:5])[CH:19]=2)[CH:21]=[C:22]([NH:27][C:28]2[N:33]=[C:32]([C:34]([F:37])([F:36])[F:35])[CH:31]=[CH:30][N:29]=2)[CH:23]=1, predict the reactants needed to synthesize it. The reactants are: C[N+]1([O-])CC[O:5]CC1.[CH:9]1([N:15]2[CH:19]=[C:18]([C:20]3[CH:21]=[C:22]([NH:27][C:28]4[N:33]=[C:32]([C:34]([F:37])([F:36])[F:35])[CH:31]=[CH:30][N:29]=4)[CH:23]=[C:24]([CH3:26])[CH:25]=3)[CH:17]=[N:16]2)CCC[CH:11]=[CH:10]1.[CH3:38][C:39]([CH3:41])=[O:40]. (3) Given the product [Cl:36][C:33]1[CH:34]=[CH:35][C:30]([C@@:18]2([C:28]#[N:29])[C@H:17]([CH2:38][C:39]([CH3:41])([CH3:40])[CH3:42])[NH:16][C@@H:15]([C:13]([NH:12][CH2:11][C:8]3[CH:9]=[CH:10][C:5]([C:4]([OH:43])=[O:3])=[CH:6][N:7]=3)=[O:14])[C@@H:19]2[C:20]2[CH:25]=[CH:24][CH:23]=[C:22]([Cl:26])[C:21]=2[F:27])=[C:31]([F:37])[CH:32]=1, predict the reactants needed to synthesize it. The reactants are: C([O:3][C:4](=[O:43])[C:5]1[CH:10]=[CH:9][C:8]([CH2:11][NH:12][C:13]([C@H:15]2[C@H:19]([C:20]3[CH:25]=[CH:24][CH:23]=[C:22]([Cl:26])[C:21]=3[F:27])[C@:18]([C:30]3[CH:35]=[CH:34][C:33]([Cl:36])=[CH:32][C:31]=3[F:37])([C:28]#[N:29])[C@H:17]([CH2:38][C:39]([CH3:42])([CH3:41])[CH3:40])[NH:16]2)=[O:14])=[N:7][CH:6]=1)C.O.[OH-].[Li+]. (4) Given the product [F:1][C:2]1[C:3]([F:19])=[C:4]([O:8][CH2:9][CH2:10][CH2:11][CH2:12][O:13][CH2:14][CH2:15][CH2:16][CH2:17][CH3:18])[CH:5]=[CH:6][C:7]=1[B:29]([OH:30])[OH:28], predict the reactants needed to synthesize it. The reactants are: [F:1][C:2]1[CH:7]=[CH:6][CH:5]=[C:4]([O:8][CH2:9][CH2:10][CH2:11][CH2:12][O:13][CH2:14][CH2:15][CH2:16][CH2:17][CH3:18])[C:3]=1[F:19].C([Li])CCC.C([O:28][B:29](OC(C)C)[O:30]C(C)C)(C)C. (5) Given the product [C:31]([NH:1][C:2]1[S:3][C:4]2[CH:10]=[C:9]([O:11][C:12]3[CH:13]=[C:14]([NH:18][C:19](=[O:24])[C:20]([F:23])([F:21])[F:22])[CH:15]=[CH:16][CH:17]=3)[CH:8]=[CH:7][C:5]=2[N:6]=1)(=[O:33])[CH3:32], predict the reactants needed to synthesize it. The reactants are: [NH2:1][C:2]1[S:3][C:4]2[CH:10]=[C:9]([O:11][C:12]3[CH:13]=[C:14]([NH:18][C:19](=[O:24])[C:20]([F:23])([F:22])[F:21])[CH:15]=[CH:16][CH:17]=3)[CH:8]=[CH:7][C:5]=2[N:6]=1.N1C=CC=CC=1.[C:31](Cl)(=[O:33])[CH3:32].O. (6) Given the product [ClH:19].[CH:13]12[NH:8][CH:9]([CH2:15][CH2:14]1)[CH2:10][N:11]([C:16](=[O:18])[CH3:17])[CH2:12]2, predict the reactants needed to synthesize it. The reactants are: C(OC([N:8]1[CH:13]2[CH2:14][CH2:15][CH:9]1[CH2:10][N:11]([C:16](=[O:18])[CH3:17])[CH2:12]2)=O)(C)(C)C.[ClH:19].O1CCOCC1. (7) Given the product [Br:1][C:2]1[CH:3]=[N:4][C:5]2[N:6]([N:8]=[C:9]([C:11]([N:26]3[CH2:25][CH2:24][N:23]4[C:19]([C:15]5[S:14][CH:18]=[CH:17][CH:16]=5)=[CH:20][CH:21]=[C:22]4[CH2:27]3)=[O:13])[CH:10]=2)[CH:7]=1, predict the reactants needed to synthesize it. The reactants are: [Br:1][C:2]1[CH:3]=[N:4][C:5]2[N:6]([N:8]=[C:9]([C:11]([OH:13])=O)[CH:10]=2)[CH:7]=1.[S:14]1[CH:18]=[CH:17][CH:16]=[C:15]1[C:19]1[N:23]2[CH2:24][CH2:25][NH:26][CH2:27][C:22]2=[CH:21][CH:20]=1. (8) Given the product [F:26][C:25]([F:28])([F:27])[C:23]([OH:29])=[O:24].[CH:8]1[C:9]2[CH2:10][CH2:11][NH:12][CH2:13][C:14]=2[CH:15]=[C:6]([NH:5][C@@H:3]([CH3:4])[CH2:2][OH:1])[N:7]=1, predict the reactants needed to synthesize it. The reactants are: [OH:1][CH2:2][C@@H:3]([NH:5][C:6]1[CH:15]=[C:14]2[C:9]([CH2:10][CH2:11][N:12](C(OC(C)(C)C)=O)[CH2:13]2)=[CH:8][N:7]=1)[CH3:4].[C:23]([OH:29])([C:25]([F:28])([F:27])[F:26])=[O:24]. (9) The reactants are: [NH:1]1[C:9]2[C:4](=[CH:5][CH:6]=[CH:7][CH:8]=2)[C:3]([C:10]([OH:12])=O)=[N:2]1.[CH3:13][NH2+:14][CH3:15].ON1C2C=CC=CC=2N=N1.Cl.C(N=C=NCCCN(C)C)C.O. Given the product [CH3:13][N:14]([CH3:15])[C:10]([C:3]1[C:4]2[C:9](=[CH:8][CH:7]=[CH:6][CH:5]=2)[NH:1][N:2]=1)=[O:12], predict the reactants needed to synthesize it. (10) Given the product [OH:28][C@@H:24]1[C@H:25]([OH:27])[CH2:26][N:22]([C:3]2[C:2]([C:33]3[CH:34]=[N:29][CH:30]=[N:31][CH:32]=3)=[CH:21][C:6]([C:7]([NH:9][C:10]3[CH:15]=[CH:14][C:13]([O:16][C:17]([F:20])([F:19])[F:18])=[CH:12][CH:11]=3)=[O:8])=[CH:5][N:4]=2)[CH2:23]1, predict the reactants needed to synthesize it. The reactants are: Br[C:2]1[C:3]([N:22]2[CH2:26][C@@H:25]([OH:27])[C@@H:24]([OH:28])[CH2:23]2)=[N:4][CH:5]=[C:6]([CH:21]=1)[C:7]([NH:9][C:10]1[CH:15]=[CH:14][C:13]([O:16][C:17]([F:20])([F:19])[F:18])=[CH:12][CH:11]=1)=[O:8].[N:29]1[CH:34]=[C:33](B(O)O)[CH:32]=[N:31][CH:30]=1.C([O-])([O-])=O.[Na+].[Na+].COCCOC.